Dataset: Forward reaction prediction with 1.9M reactions from USPTO patents (1976-2016). Task: Predict the product of the given reaction. Given the reactants [CH3:1][C:2]1[CH2:7][C@@H:6]([OH:8])[CH2:5][C:4]([CH3:10])([CH3:9])[C:3]=1/[CH:11]=[CH:12]/[C:13](/[CH3:42])=[CH:14]/[CH:15]=[CH:16]/[C:17](/[CH3:41])=[CH:18]/[CH:19]=[CH:20]/[CH:21]=[C:22](\[CH3:40])/[CH:23]=[CH:24]/[CH:25]=[C:26](\[CH3:39])/[CH:27]=[CH:28]/[C:29]1[C:34]([CH3:36])([CH3:35])[CH2:33][C@H:32]([OH:37])[CH2:31][C:30]=1[CH3:38].Cl([O-])(=O)=[O:44].[Na+].[I-].[Na+].S(=O)(=O)(O)O.[OH2:55], predict the reaction product. The product is: [CH3:38][C:30]1[C:31](=[O:55])[C@@H:32]([OH:37])[CH2:33][C:34]([CH3:36])([CH3:35])[C:29]=1/[CH:28]=[CH:27]/[C:26](/[CH3:39])=[CH:25]/[CH:24]=[CH:23]/[C:22](/[CH3:40])=[CH:21]/[CH:20]=[CH:19]/[CH:18]=[C:17](\[CH3:41])/[CH:16]=[CH:15]/[CH:14]=[C:13](\[CH3:42])/[CH:12]=[CH:11]/[C:3]1[C:4]([CH3:9])([CH3:10])[CH2:5][C@H:6]([OH:8])[C:7](=[O:44])[C:2]=1[CH3:1].